This data is from Forward reaction prediction with 1.9M reactions from USPTO patents (1976-2016). The task is: Predict the product of the given reaction. (1) The product is: [CH3:1][O:2][C:3]1[CH:4]=[CH:5][CH:6]=[C:7]2[C:14]=1[C:10]1[CH2:11][CH2:12][NH:13][CH2:16][C:9]=1[NH:8]2. Given the reactants [CH3:1][O:2][C:3]1[CH:4]=[CH:5][CH:6]=[C:7]2[C:14]=1[C:10]([CH2:11][CH2:12][NH2:13])=[CH:9][NH:8]2.Cl.[CH3:16]OC1C=CC=C2C=1C(CCN)=CN2.O.[OH-].[Na+], predict the reaction product. (2) Given the reactants [NH2:1][C:2]1[N:3]=[CH:4][C:5]2[S:10][C:9](=[O:11])[N:8]([C@@H:12]3[O:18][C@H:17]([CH2:19][OH:20])[C@@H:15]([OH:16])[C@H:13]3[OH:14])[C:6]=2[N:7]=1.N1C=CN=C1.[Si:26](Cl)([C:29]([CH3:32])([CH3:31])[CH3:30])([CH3:28])[CH3:27], predict the reaction product. The product is: [NH2:1][C:2]1[N:3]=[CH:4][C:5]2[S:10][C:9](=[O:11])[N:8]([C@@H:12]3[O:18][C@H:17]([CH2:19][O:20][Si:26]([C:29]([CH3:32])([CH3:31])[CH3:30])([CH3:28])[CH3:27])[C@@H:15]([OH:16])[C@H:13]3[OH:14])[C:6]=2[N:7]=1. (3) Given the reactants [C:1]([O:5][C:6]([CH:8]1[CH2:13][CH2:12][N:11]([C:14]2[C:22]([C:23]#[N:24])=[CH:21][C:17]([C:18]([OH:20])=[O:19])=[C:16]([CH3:25])[N:15]=2)[CH2:10][CH2:9]1)=[O:7])([CH3:4])([CH3:3])[CH3:2].[CH3:26][C:27]([CH3:31])([CH3:30])[CH2:28]O.CCN=C=NCCCN(C)C.C1C=CC2N(O)N=NC=2C=1.CCN(C(C)C)C(C)C, predict the reaction product. The product is: [C:1]([O:5][C:6]([CH:8]1[CH2:13][CH2:12][N:11]([C:14]2[C:22]([C:23]#[N:24])=[CH:21][C:17]([C:18]([O:20][CH2:26][C:27]([CH3:31])([CH3:30])[CH3:28])=[O:19])=[C:16]([CH3:25])[N:15]=2)[CH2:10][CH2:9]1)=[O:7])([CH3:4])([CH3:3])[CH3:2]. (4) Given the reactants [C:1]([NH:9][CH:10]([C:16]#[N:17])[C:11]([O:13][CH2:14][CH3:15])=[O:12])(=O)[C:2]1[CH:7]=[CH:6][CH:5]=[CH:4][CH:3]=1.COC1C=CC(P2(SP(C3C=CC(OC)=CC=3)(=S)S2)=[S:27])=CC=1, predict the reaction product. The product is: [NH2:17][C:16]1[S:27][C:1]([C:2]2[CH:7]=[CH:6][CH:5]=[CH:4][CH:3]=2)=[N:9][C:10]=1[C:11]([O:13][CH2:14][CH3:15])=[O:12]. (5) Given the reactants [CH3:1][O:2][C:3]1[CH:8]=[CH:7][C:6]([C:9]([C:11]2[C:20]([N+:21]([O-])=O)=[C:19]3[C:14]([CH:15]=[CH:16][CH:17]=[N:18]3)=[CH:13][CH:12]=2)=[O:10])=[CH:5][CH:4]=1, predict the reaction product. The product is: [NH2:21][C:20]1[C:11]([C:9]([C:6]2[CH:5]=[CH:4][C:3]([O:2][CH3:1])=[CH:8][CH:7]=2)=[O:10])=[CH:12][CH:13]=[C:14]2[C:19]=1[N:18]=[CH:17][CH:16]=[CH:15]2. (6) Given the reactants [Br:1][CH2:2][C:3]([OH:5])=O.CC(N=C=NC(C)C)C.[NH2:15][C:16]1[CH:17]=[C:18]([S:22]([NH:25][C:26]2[C:35]([NH:36][C:37]3[CH:42]=[C:41]([O:43][CH3:44])[CH:40]=[C:39]([O:45][CH3:46])[CH:38]=3)=[N:34][C:33]3[C:28](=[CH:29][CH:30]=[CH:31][CH:32]=3)[N:27]=2)(=[O:24])=[O:23])[CH:19]=[CH:20][CH:21]=1, predict the reaction product. The product is: [Br:1][CH2:2][C:3]([NH:15][C:16]1[CH:21]=[CH:20][CH:19]=[C:18]([S:22](=[O:23])(=[O:24])[NH:25][C:26]2[C:35]([NH:36][C:37]3[CH:42]=[C:41]([O:43][CH3:44])[CH:40]=[C:39]([O:45][CH3:46])[CH:38]=3)=[N:34][C:33]3[C:28](=[CH:29][CH:30]=[CH:31][CH:32]=3)[N:27]=2)[CH:17]=1)=[O:5]. (7) Given the reactants C(OC(=O)[NH:10][C:11]1[C:12]([C:28]([NH:30][C:31]2[CH:32]=[N:33][CH:34]=[CH:35][C:36]=2[N:37]2[CH2:42][C@H:41]([CH3:43])[C@@H:40]([O:44][Si](C(C)(C)C)(C)C)[C@H:39]([NH:52]C(OC(C)(C)C)=O)[CH2:38]2)=[O:29])=[N:13][C:14]2[C:19]([CH:20]=1)=[CH:18][CH:17]=[C:16]([N:21]1[CH2:26][CH2:25][N:24]([CH3:27])[CH2:23][CH2:22]1)[CH:15]=2)C1C=CC=CC=1.[H][H], predict the reaction product. The product is: [NH2:10][C:11]1[C:12]([C:28]([NH:30][C:31]2[CH:32]=[N:33][CH:34]=[CH:35][C:36]=2[N:37]2[CH2:42][C@H:41]([CH3:43])[C@@H:40]([OH:44])[C@H:39]([NH2:52])[CH2:38]2)=[O:29])=[N:13][C:14]2[C:19]([CH:20]=1)=[CH:18][CH:17]=[C:16]([N:21]1[CH2:26][CH2:25][N:24]([CH3:27])[CH2:23][CH2:22]1)[CH:15]=2. (8) Given the reactants S(=O)(=O)(O)O.[CH3:6][S:7]([O:10][C:11]1[CH:16]=[CH:15][C:14]([NH:17][C:18](=[O:23])[C:19](C)(C)C)=[C:13]([CH3:24])[C:12]=1[O:25][CH3:26])(=[O:9])=[O:8].[OH-].[Na+].N1C=CC=CC=1.C(OC(=O)C)(=O)C, predict the reaction product. The product is: [CH3:6][S:7]([O:10][C:11]1[CH:16]=[CH:15][C:14]([NH:17][C:18](=[O:23])[CH3:19])=[C:13]([CH3:24])[C:12]=1[O:25][CH3:26])(=[O:9])=[O:8]. (9) Given the reactants [CH3:1][C:2]1[CH:6]=[C:5]([CH3:7])[NH:4][C:3]=1[C:8]([O:10]CC)=[O:9].CO.[OH-].[Na+], predict the reaction product. The product is: [CH3:1][C:2]1[CH:6]=[C:5]([CH3:7])[NH:4][C:3]=1[C:8]([OH:10])=[O:9].